This data is from Reaction yield outcomes from USPTO patents with 853,638 reactions. The task is: Predict the reaction yield, written as a fraction of the theoretical maximum amount of product (1.0 means a 100% yield; for example, 0.34 means a 34% yield). (1) The reactants are C([O-])([O-])=O.[K+].[K+].[Br:7][CH2:8][CH2:9]Br.[OH:11][C:12]1[CH:19]=[CH:18][C:15]([CH:16]=[O:17])=[CH:14][CH:13]=1. The catalyst is CN(C=O)C. The product is [Br:7][CH2:8][CH2:9][O:11][C:12]1[CH:19]=[CH:18][C:15]([CH:16]=[O:17])=[CH:14][CH:13]=1. The yield is 0.640. (2) The reactants are [Cu][C:2]#[N:3].N(OC(C)(C)C)=O.[Cl:11][C:12]1[CH:18]=[C:17]([N+:19]([O-:21])=[O:20])[CH:16]=[C:15]([Cl:22])[C:13]=1N. The catalyst is CS(C)=O. The product is [Cl:11][C:12]1[CH:18]=[C:17]([N+:19]([O-:21])=[O:20])[CH:16]=[C:15]([Cl:22])[C:13]=1[C:2]#[N:3]. The yield is 0.160.